This data is from Full USPTO retrosynthesis dataset with 1.9M reactions from patents (1976-2016). The task is: Predict the reactants needed to synthesize the given product. (1) Given the product [C:14]([OH:17])(=[O:41])[CH3:15].[C:14]([OH:17])(=[O:41])[CH3:15].[CH3:30][N:27]1[CH2:26][CH2:25][N:24]([C@@H:21]2[CH2:22][CH2:23][C@H:18]([N:8]3[C:4]4=[N:5][CH:6]=[N:7][C:2]([NH2:1])=[C:3]4[C:10]([C:11]4[CH:16]=[CH:15][C:14]([O:17][C:34]5[CH:39]=[CH:38][CH:37]=[CH:36][C:35]=5[N+:40]([O-:42])=[O:41])=[CH:13][CH:12]=4)=[N:9]3)[CH2:19][CH2:20]2)[CH2:29][CH2:28]1, predict the reactants needed to synthesize it. The reactants are: [NH2:1][C:2]1[N:7]=[CH:6][N:5]=[C:4]2[N:8]([CH:18]3[CH2:23][CH2:22][CH:21]([N:24]4[CH2:29][CH2:28][N:27]([CH3:30])[CH2:26][CH2:25]4)[CH2:20][CH2:19]3)[N:9]=[C:10]([C:11]3[CH:16]=[CH:15][C:14]([OH:17])=[CH:13][CH:12]=3)[C:3]=12.[H-].[Na+].F[C:34]1[CH:39]=[CH:38][CH:37]=[CH:36][C:35]=1[N+:40]([O-:42])=[O:41]. (2) Given the product [CH3:1][O:2][CH2:3][CH2:4][CH2:5][O:6][C:8]1[CH:16]=[CH:15][C:11]([C:12]([OH:14])=[O:13])=[CH:10][C:9]=1[C:17]([F:18])([F:20])[F:19], predict the reactants needed to synthesize it. The reactants are: [CH3:1][O:2][CH2:3][CH2:4][CH2:5][OH:6].F[C:8]1[CH:16]=[CH:15][C:11]([C:12]([OH:14])=[O:13])=[CH:10][C:9]=1[C:17]([F:20])([F:19])[F:18].[H-].[Na+].CN(C=O)C. (3) Given the product [CH2:1]([N:3]1[C:7]2=[N:8][C:9]([CH2:49][CH3:50])=[C:10]([CH2:19][NH:20][C:21]([C:23]3[CH:28]=[CH:27][CH:26]=[C:25]([C:29]([NH:31][CH2:32][C:33]4[CH:34]=[C:35]([C:41]5[CH:46]=[CH:45][CH:44]=[C:43]([CH2:47][N:55]6[CH2:56][CH2:57][CH2:58][N:52]([CH3:51])[CH2:53][CH2:54]6)[CH:42]=5)[CH:36]=[CH:37][C:38]=4[O:39][CH3:40])=[O:30])[CH:24]=3)=[O:22])[C:11]([NH:12][CH:13]3[CH2:18][CH2:17][O:16][CH2:15][CH2:14]3)=[C:6]2[CH:5]=[N:4]1)[CH3:2], predict the reactants needed to synthesize it. The reactants are: [CH2:1]([N:3]1[C:7]2=[N:8][C:9]([CH2:49][CH3:50])=[C:10]([CH2:19][NH:20][C:21]([C:23]3[CH:28]=[CH:27][CH:26]=[C:25]([C:29]([NH:31][CH2:32][C:33]4[CH:34]=[C:35]([C:41]5[CH:46]=[CH:45][CH:44]=[C:43]([CH:47]=O)[CH:42]=5)[CH:36]=[CH:37][C:38]=4[O:39][CH3:40])=[O:30])[CH:24]=3)=[O:22])[C:11]([NH:12][CH:13]3[CH2:18][CH2:17][O:16][CH2:15][CH2:14]3)=[C:6]2[CH:5]=[N:4]1)[CH3:2].[CH3:51][N:52]1[CH2:58][CH2:57][CH2:56][NH:55][CH2:54][CH2:53]1.C(O[BH-](OC(=O)C)OC(=O)C)(=O)C.[Na+].CC(O)=O. (4) Given the product [Cl:1][C:2]1[CH:7]=[CH:6][CH:5]=[CH:4][C:3]=1[C:8]1[C:20](=[O:21])[N:19]([CH3:22])[C:11]2[N:12]=[C:13]([NH:23][C:24]3[CH:25]=[C:26]([CH:36]=[CH:37][CH:38]=3)[CH2:27][NH:28][C:29](=[O:35])[O:30][C:31]([CH3:34])([CH3:33])[CH3:32])[N:14]=[CH:15][C:10]=2[CH:9]=1, predict the reactants needed to synthesize it. The reactants are: [Cl:1][C:2]1[CH:7]=[CH:6][CH:5]=[CH:4][C:3]=1[C:8]1[C:20](=[O:21])[N:19]([CH3:22])[C:11]2[N:12]=[C:13](S(C)=O)[N:14]=[CH:15][C:10]=2[CH:9]=1.[NH2:23][C:24]1[CH:25]=[C:26]([CH:36]=[CH:37][CH:38]=1)[CH2:27][NH:28][C:29](=[O:35])[O:30][C:31]([CH3:34])([CH3:33])[CH3:32].